The task is: Predict the reactants needed to synthesize the given product.. This data is from Full USPTO retrosynthesis dataset with 1.9M reactions from patents (1976-2016). (1) Given the product [P:29]([O:34][C:35]([CH3:38])([CH3:37])[CH3:36])([O:39][C:40]([CH3:41])([CH3:43])[CH3:42])([O:31][CH2:32][N:6]([C:4]([C:3]1[C:2]([F:1])=[CH:27][CH:26]=[CH:25][C:24]=1[F:28])=[O:5])[C:7]1[CH:11]=[CH:10][N:9]([CH2:12][C:13]2[C:18]([C:19]([F:21])([F:22])[F:20])=[CH:17][CH:16]=[CH:15][C:14]=2[F:23])[N:8]=1)=[O:30], predict the reactants needed to synthesize it. The reactants are: [F:1][C:2]1[CH:27]=[CH:26][CH:25]=[C:24]([F:28])[C:3]=1[C:4]([NH:6][C:7]1[CH:11]=[CH:10][N:9]([CH2:12][C:13]2[C:18]([C:19]([F:22])([F:21])[F:20])=[CH:17][CH:16]=[CH:15][C:14]=2[F:23])[N:8]=1)=[O:5].[P:29]([O:39][C:40]([CH3:43])([CH3:42])[CH3:41])([O:34][C:35]([CH3:38])([CH3:37])[CH3:36])([O:31][CH2:32]Cl)=[O:30].[OH-].[K+]. (2) Given the product [CH:1]1([CH2:6][CH:7]([C:16]2[NH:20][C:19]([C:21]3[N:26]=[CH:25][C:24]([CH:27]([OH:29])[CH3:28])=[CH:23][CH:22]=3)=[CH:18][CH:17]=2)[C:8]2[CH:13]=[CH:12][C:11]([S:38]([CH3:31])(=[O:40])=[O:37])=[CH:10][N:9]=2)[CH2:2][CH2:3][CH2:4][CH2:5]1, predict the reactants needed to synthesize it. The reactants are: [CH:1]1([CH2:6][CH:7]([C:16]2[NH:20][C:19]([C:21]3[N:26]=[CH:25][C:24]([CH:27]([OH:29])[CH3:28])=[CH:23][CH:22]=3)=[CH:18][CH:17]=2)[C:8]2[CH:13]=[CH:12][C:11](SC)=[CH:10][N:9]=2)[CH2:5][CH2:4][CH2:3][CH2:2]1.O1CCC[CH2:31]1.O.O[O:37][S:38]([O-:40])=O.[K+]. (3) Given the product [NH2:1][C:2]1[N:6]([CH2:7][CH2:8][O:9][C:18]([C:12]2[CH:17]=[CH:16][CH:15]=[CH:14][CH:13]=2)([C:25]2[CH:26]=[CH:27][CH:28]=[CH:29][CH:30]=2)[C:19]2[CH:20]=[CH:21][CH:22]=[CH:23][CH:24]=2)[N:5]=[CH:4][C:3]=1[C:10]#[N:11], predict the reactants needed to synthesize it. The reactants are: [NH2:1][C:2]1[N:6]([CH2:7][CH2:8][OH:9])[N:5]=[CH:4][C:3]=1[C:10]#[N:11].[C:12]1([C:18](Cl)([C:25]2[CH:30]=[CH:29][CH:28]=[CH:27][CH:26]=2)[C:19]2[CH:24]=[CH:23][CH:22]=[CH:21][CH:20]=2)[CH:17]=[CH:16][CH:15]=[CH:14][CH:13]=1. (4) Given the product [CH3:1][C:2]1[S:3][C:4]([C:8]2[CH:13]=[CH:12][N:11]=[C:10]([NH:14][C:15]3[CH:16]=[CH:17][C:18]([N:21]4[CH2:22][CH2:23][N:24]([CH2:28][CH:29]([OH:31])[CH3:30])[CH2:25][CH2:26]4)=[CH:19][CH:20]=3)[N:9]=2)=[C:5]([CH3:7])[N:6]=1, predict the reactants needed to synthesize it. The reactants are: [CH3:1][C:2]1[S:3][C:4]([C:8]2[CH:13]=[CH:12][N:11]=[C:10]([NH:14][C:15]3[CH:20]=[CH:19][C:18]([N:21]4[CH2:26][CH2:25][NH:24][CH2:23][CH2:22]4)=[CH:17][CH:16]=3)[N:9]=2)=[C:5]([CH3:7])[N:6]=1.Cl[CH2:28][CH:29]([OH:31])[CH3:30].